Dataset: Forward reaction prediction with 1.9M reactions from USPTO patents (1976-2016). Task: Predict the product of the given reaction. (1) Given the reactants [C:1]([C:4]1[CH:5]=[C:6]([C:10]2[N:11]=[CH:12][N:13]([C:15]([N:17]([CH:19]3[CH2:24][CH2:23][N:22]([C:25]4[CH:30]=[CH:29][C:28]([O:31]C)=[CH:27][CH:26]=4)[CH2:21][CH2:20]3)[CH3:18])=[O:16])[CH:14]=2)[CH:7]=[CH:8][CH:9]=1)(=[O:3])[NH2:2].B(Br)(Br)Br, predict the reaction product. The product is: [C:1]([C:4]1[CH:5]=[C:6]([C:10]2[N:11]=[CH:12][N:13]([C:15]([N:17]([CH:19]3[CH2:20][CH2:21][N:22]([C:25]4[CH:26]=[CH:27][C:28]([OH:31])=[CH:29][CH:30]=4)[CH2:23][CH2:24]3)[CH3:18])=[O:16])[CH:14]=2)[CH:7]=[CH:8][CH:9]=1)(=[O:3])[NH2:2]. (2) Given the reactants [C:1]([NH2:9])(=[S:8])[C:2]1[CH:7]=[CH:6][CH:5]=[N:4][CH:3]=1.Br[CH2:11][C:12](=O)[C:13]([O:15][CH2:16][CH3:17])=[O:14].CO, predict the reaction product. The product is: [N:4]1[CH:5]=[CH:6][CH:7]=[C:2]([C:1]2[S:8][CH:11]=[C:12]([C:13]([O:15][CH2:16][CH3:17])=[O:14])[N:9]=2)[CH:3]=1. (3) Given the reactants [CH3:1][C:2]([C:6]1[CH:7]=[C:8]([CH:13]=[CH:14][CH:15]=1)[C:9]([O:11]C)=[O:10])([CH3:5])[C:3]#[CH:4].O1CCCC1.[OH-].[Na+].Cl, predict the reaction product. The product is: [CH3:5][C:2]([C:6]1[CH:7]=[C:8]([CH:13]=[CH:14][CH:15]=1)[C:9]([OH:11])=[O:10])([CH3:1])[C:3]#[CH:4]. (4) Given the reactants [Br:1][C:2]1[CH:3]=[CH:4][C:5]([F:29])=[C:6]([C@:8]([NH:19][CH2:20][C:21]2[CH:26]=[CH:25][C:24]([O:27][CH3:28])=[CH:23][CH:22]=2)([CH3:18])[CH2:9][O:10][Si:11]([C:14]([CH3:17])([CH3:16])[CH3:15])([CH3:13])[CH3:12])[CH:7]=1.C(N(CC)CC)C.[Cl:37][CH:38]([C:42]1[CH:47]=[CH:46][CH:45]=[CH:44][CH:43]=1)[C:39](Cl)=[O:40], predict the reaction product. The product is: [Br:1][C:2]1[CH:3]=[CH:4][C:5]([F:29])=[C:6]([C@:8]([N:19]([CH2:20][C:21]2[CH:22]=[CH:23][C:24]([O:27][CH3:28])=[CH:25][CH:26]=2)[C:39](=[O:40])[CH:38]([Cl:37])[C:42]2[CH:47]=[CH:46][CH:45]=[CH:44][CH:43]=2)([CH3:18])[CH2:9][O:10][Si:11]([C:14]([CH3:17])([CH3:16])[CH3:15])([CH3:12])[CH3:13])[CH:7]=1. (5) The product is: [F:1][C:2]1[CH:3]=[C:4]2[C:9](=[CH:10][CH:11]=1)[N:8]=[C:7]([NH:12][C:13]([N:30]1[CH2:29][CH2:28][N:27]([C:23]3[CH:24]=[CH:25][CH:26]=[C:21]([Cl:20])[CH:22]=3)[CH2:32][CH2:31]1)=[O:17])[C:6]([O:18][CH3:19])=[N:5]2. Given the reactants [F:1][C:2]1[CH:3]=[C:4]2[C:9](=[CH:10][CH:11]=1)[N:8]=[C:7]([NH:12][C:13](=[O:17])OCC)[C:6]([O:18][CH3:19])=[N:5]2.[Cl:20][C:21]1[CH:22]=[C:23]([N:27]2[CH2:32][CH2:31][NH:30][CH2:29][CH2:28]2)[CH:24]=[CH:25][CH:26]=1, predict the reaction product. (6) Given the reactants [F:1][C:2]([F:13])([F:12])[C:3]1[CH:8]=[CH:7][C:6](B(O)O)=[CH:5][N:4]=1.Br[C:15]1[CH:16]=[C:17]2[C:21](=[CH:22][CH:23]=1)[N:20]([S:24]([C:27]1[CH:34]=[CH:33][C:30]([C:31]#[N:32])=[CH:29][CH:28]=1)(=[O:26])=[O:25])[CH2:19][CH2:18]2.C(=O)([O-])[O-].[Cs+].[Cs+], predict the reaction product. The product is: [F:1][C:2]([F:13])([F:12])[C:3]1[N:4]=[CH:5][C:6]([C:15]2[CH:16]=[C:17]3[C:21](=[CH:22][CH:23]=2)[N:20]([S:24]([C:27]2[CH:34]=[CH:33][C:30]([C:31]#[N:32])=[CH:29][CH:28]=2)(=[O:26])=[O:25])[CH2:19][CH2:18]3)=[CH:7][CH:8]=1. (7) The product is: [C:1]([O:6][CH2:7][CH:8]1[CH2:13][CH2:12][CH:11]2[O:14][CH:10]2[CH2:9]1)(=[O:5])[C:2]([CH3:4])=[CH2:3].[C:15]([O:20][CH2:21][C:22]1[CH:23]=[CH:24][CH:25]=[CH:26][CH:27]=1)(=[O:19])[C:16]([CH3:18])=[CH2:17].[C:28]([OH:33])(=[O:32])[C:29]([CH3:31])=[CH2:30]. Given the reactants [C:1]([O:6][CH2:7][CH:8]1[CH2:13][CH2:12][CH:11]2[O:14][CH:10]2[CH2:9]1)(=[O:5])[C:2]([CH3:4])=[CH2:3].[C:15]([O:20][CH2:21][C:22]1[CH:27]=[CH:26][CH:25]=[CH:24][CH:23]=1)(=[O:19])[C:16]([CH3:18])=[CH2:17].[C:28]([OH:33])(=[O:32])[C:29]([CH3:31])=[CH2:30].N(C(C)(CC)C([O-])=O)=NC(C)(CC)C([O-])=O, predict the reaction product.